This data is from Full USPTO retrosynthesis dataset with 1.9M reactions from patents (1976-2016). The task is: Predict the reactants needed to synthesize the given product. Given the product [C:18]([C:17]1[CH:20]=[C:13]([C:11]2[O:10][N:9]=[C:8]([C:4]3[C:3]([CH2:25][CH3:26])=[C:2]([CH2:48][CH2:49][CH2:50][C:51]([O:53][CH2:54][CH3:55])=[O:52])[CH:7]=[CH:6][CH:5]=3)[N:12]=2)[CH:14]=[CH:15][C:16]=1[O:21][CH:22]([CH3:24])[CH3:23])#[N:19], predict the reactants needed to synthesize it. The reactants are: Br[C:2]1[C:3]([CH2:25][CH3:26])=[C:4]([C:8]2[N:12]=[C:11]([C:13]3[CH:14]=[CH:15][C:16]([O:21][CH:22]([CH3:24])[CH3:23])=[C:17]([CH:20]=3)[C:18]#[N:19])[O:10][N:9]=2)[CH:5]=[CH:6][CH:7]=1.CC(P(C(C)(C)C)C(C)(C)C)(C)C.C([O-])([O-])=O.[Cs+].[Cs+].Br[Zn][CH2:48][CH2:49][CH2:50][C:51]([O:53][CH2:54][CH3:55])=[O:52].